From a dataset of NCI-60 drug combinations with 297,098 pairs across 59 cell lines. Regression. Given two drug SMILES strings and cell line genomic features, predict the synergy score measuring deviation from expected non-interaction effect. (1) Drug 1: CC1C(C(=O)NC(C(=O)N2CCCC2C(=O)N(CC(=O)N(C(C(=O)O1)C(C)C)C)C)C(C)C)NC(=O)C3=C4C(=C(C=C3)C)OC5=C(C(=O)C(=C(C5=N4)C(=O)NC6C(OC(=O)C(N(C(=O)CN(C(=O)C7CCCN7C(=O)C(NC6=O)C(C)C)C)C)C(C)C)C)N)C. Drug 2: CC=C1C(=O)NC(C(=O)OC2CC(=O)NC(C(=O)NC(CSSCCC=C2)C(=O)N1)C(C)C)C(C)C. Cell line: RXF 393. Synergy scores: CSS=28.7, Synergy_ZIP=-7.22, Synergy_Bliss=-1.14, Synergy_Loewe=-31.6, Synergy_HSA=-2.89. (2) Drug 1: CC(C)(C#N)C1=CC(=CC(=C1)CN2C=NC=N2)C(C)(C)C#N. Drug 2: COCCOC1=C(C=C2C(=C1)C(=NC=N2)NC3=CC=CC(=C3)C#C)OCCOC.Cl. Cell line: OVCAR-5. Synergy scores: CSS=6.41, Synergy_ZIP=-0.742, Synergy_Bliss=1.59, Synergy_Loewe=-0.978, Synergy_HSA=0.418. (3) Drug 1: CC1OCC2C(O1)C(C(C(O2)OC3C4COC(=O)C4C(C5=CC6=C(C=C35)OCO6)C7=CC(=C(C(=C7)OC)O)OC)O)O. Drug 2: CC1=C(C=C(C=C1)NC(=O)C2=CC=C(C=C2)CN3CCN(CC3)C)NC4=NC=CC(=N4)C5=CN=CC=C5. Cell line: MDA-MB-435. Synergy scores: CSS=8.25, Synergy_ZIP=-2.38, Synergy_Bliss=0.00855, Synergy_Loewe=-8.90, Synergy_HSA=-3.15. (4) Drug 1: CC1=C(C=C(C=C1)C(=O)NC2=CC(=CC(=C2)C(F)(F)F)N3C=C(N=C3)C)NC4=NC=CC(=N4)C5=CN=CC=C5. Drug 2: CC(C)(C#N)C1=CC(=CC(=C1)CN2C=NC=N2)C(C)(C)C#N. Cell line: RPMI-8226. Synergy scores: CSS=9.01, Synergy_ZIP=-5.07, Synergy_Bliss=-7.43, Synergy_Loewe=-2.80, Synergy_HSA=-7.51. (5) Cell line: TK-10. Drug 1: CC12CCC(CC1=CCC3C2CCC4(C3CC=C4C5=CN=CC=C5)C)O. Synergy scores: CSS=-1.25, Synergy_ZIP=-13.9, Synergy_Bliss=-30.4, Synergy_Loewe=-56.1, Synergy_HSA=-30.6. Drug 2: C1=NC2=C(N1)C(=S)N=CN2. (6) Drug 1: C1=CC(=C2C(=C1NCCNCCO)C(=O)C3=C(C=CC(=C3C2=O)O)O)NCCNCCO. Drug 2: CC(CN1CC(=O)NC(=O)C1)N2CC(=O)NC(=O)C2. Cell line: SN12C. Synergy scores: CSS=49.5, Synergy_ZIP=-5.15, Synergy_Bliss=-3.89, Synergy_Loewe=-2.00, Synergy_HSA=1.21.